Dataset: CYP2C19 inhibition data for predicting drug metabolism from PubChem BioAssay. Task: Regression/Classification. Given a drug SMILES string, predict its absorption, distribution, metabolism, or excretion properties. Task type varies by dataset: regression for continuous measurements (e.g., permeability, clearance, half-life) or binary classification for categorical outcomes (e.g., BBB penetration, CYP inhibition). Dataset: cyp2c19_veith. (1) The drug is O=C(Nc1ccccn1)C(NS(=O)(=O)c1cccc2nsnc12)c1ccccc1. The result is 1 (inhibitor). (2) The drug is CCN1C(=O)/C(=C2\SC(N3CCCCC3)=NC2=O)c2ccccc21. The result is 1 (inhibitor). (3) The compound is CN(C)c1nc(-c2cccnc2)nc2ccccc12. The result is 0 (non-inhibitor). (4) The compound is Cc1ccc(/C=N/NC(=O)CSc2nc3ccccc3n2C)s1. The result is 1 (inhibitor). (5) The compound is CC(=O)N1CCN(C)CC1. The result is 0 (non-inhibitor). (6) The drug is Cc1nc(N=Nc2cc(S(=O)(=O)[O-])ccc2S(=O)(=O)[O-])c(COP(=O)([O-])[O-])c(C=O)c1O. The result is 0 (non-inhibitor). (7) The molecule is c1cncc(CNCc2cccnc2)c1. The result is 0 (non-inhibitor). (8) The compound is Cc1ccc2[nH]c(C)c(/C=N/Nc3nc4ccccc4s3)c2c1. The result is 1 (inhibitor). (9) The molecule is COc1ccc(C2=NC(C(F)(F)F)(C(F)(F)F)c3c(n(C)c(=O)n(C)c3=O)N2)cc1. The result is 0 (non-inhibitor). (10) The drug is O=C(Cc1cc(=O)[nH][nH]1)N/N=C/C(Cl)=C/c1ccccc1. The result is 0 (non-inhibitor).